This data is from Full USPTO retrosynthesis dataset with 1.9M reactions from patents (1976-2016). The task is: Predict the reactants needed to synthesize the given product. (1) Given the product [F:1][CH:2]([F:32])[CH2:3][C:4]([N:18]1[C:26]2[C:21](=[C:22]([NH:27][S:28]([CH3:31])(=[O:30])=[O:29])[CH:23]=[CH:24][CH:25]=2)[CH:20]=[N:19]1)([C:8]1[CH:13]=[CH:12][C:11]([C:14]([F:16])([F:15])[F:17])=[CH:10][CH:9]=1)[C:5]([NH2:35])=[O:6], predict the reactants needed to synthesize it. The reactants are: [F:1][CH:2]([F:32])[CH2:3][C:4]([N:18]1[C:26]2[C:21](=[C:22]([NH:27][S:28]([CH3:31])(=[O:30])=[O:29])[CH:23]=[CH:24][CH:25]=2)[CH:20]=[N:19]1)([C:8]1[CH:13]=[CH:12][C:11]([C:14]([F:17])([F:16])[F:15])=[CH:10][CH:9]=1)[C:5](O)=[O:6].CC[N:35](C(C)C)C(C)C.CN(C(ON1N=NC2C=CC=NC1=2)=[N+](C)C)C.F[P-](F)(F)(F)(F)F.[NH4+].[Cl-]. (2) Given the product [Br:1][C:2]1[CH:3]=[C:4]([NH:10][C:11]2[CH:15]=[C:14]([CH3:16])[N:13]([CH2:20][CH2:21][O:22][Si:23]([C:26]([CH3:29])([CH3:28])[CH3:27])([CH3:25])[CH3:24])[N:12]=2)[C:5](=[O:9])[N:6]([CH3:8])[CH:7]=1, predict the reactants needed to synthesize it. The reactants are: [Br:1][C:2]1[CH:3]=[C:4]([NH:10][C:11]2[CH:15]=[C:14]([CH3:16])[NH:13][N:12]=2)[C:5](=[O:9])[N:6]([CH3:8])[CH:7]=1.[H-].[Na+].Br[CH2:20][CH2:21][O:22][Si:23]([C:26]([CH3:29])([CH3:28])[CH3:27])([CH3:25])[CH3:24].O.